Dataset: Reaction yield outcomes from USPTO patents with 853,638 reactions. Task: Predict the reaction yield, written as a fraction of the theoretical maximum amount of product (1.0 means a 100% yield; for example, 0.34 means a 34% yield). The product is [CH2:1]([N:8]1[CH2:13][CH2:12][CH:11]([O:14][C:16]2[CH:21]=[CH:20][N:19]=[CH:18][CH:17]=2)[CH2:10][CH2:9]1)[C:2]1[CH:3]=[CH:4][CH:5]=[CH:6][CH:7]=1. The reactants are [CH2:1]([N:8]1[CH2:13][CH2:12][CH:11]([OH:14])[CH2:10][CH2:9]1)[C:2]1[CH:7]=[CH:6][CH:5]=[CH:4][CH:3]=1.Cl[C:16]1[CH:21]=[CH:20][N:19]=[CH:18][CH:17]=1. No catalyst specified. The yield is 0.520.